From a dataset of Full USPTO retrosynthesis dataset with 1.9M reactions from patents (1976-2016). Predict the reactants needed to synthesize the given product. (1) Given the product [I:1][C:2]1[C:10]2[C:9]([CH3:11])=[N:8][CH:7]=[N:6][C:5]=2[N:4]([Si:17]([CH:21]([CH3:23])[CH3:22])([CH:18]([CH3:20])[CH3:19])[CH:14]([CH3:16])[CH3:15])[CH:3]=1, predict the reactants needed to synthesize it. The reactants are: [I:1][C:2]1[C:10]2[C:9]([CH3:11])=[N:8][CH:7]=[N:6][C:5]=2[NH:4][CH:3]=1.[H-].[Na+].[CH:14]([Si:17](Cl)([CH:21]([CH3:23])[CH3:22])[CH:18]([CH3:20])[CH3:19])([CH3:16])[CH3:15].O. (2) Given the product [Cl:1][C:2]1[CH:7]=[C:6]([Cl:8])[CH:5]=[CH:4][C:3]=1[C:9](=[O:18])[C:10]([C:11]1[CH:12]=[CH:13][C:14]([CH3:17])=[CH:15][CH:16]=1)=[CH:21][N:22]([CH3:24])[CH3:23], predict the reactants needed to synthesize it. The reactants are: [Cl:1][C:2]1[CH:7]=[C:6]([Cl:8])[CH:5]=[CH:4][C:3]=1[C:9](=[O:18])[CH2:10][C:11]1[CH:16]=[CH:15][C:14]([CH3:17])=[CH:13][CH:12]=1.CO[CH:21](OC)[N:22]([CH3:24])[CH3:23]. (3) Given the product [OH:1][C@@H:2]1[CH2:15][CH2:14][C@H:13]2[C@@H:4]([CH2:5][C@H:6]3[C@H:11]([CH2:12]2)[C@H:10]2[CH2:16]/[C:17](=[CH:22]\[C:23]4[CH:28]=[CH:27][CH:26]=[CH:25][CH:24]=4)/[C:18](=[O:30])[C@:9]2([CH3:21])[CH2:8][CH2:7]3)[CH2:3]1, predict the reactants needed to synthesize it. The reactants are: [OH:1][C@@H:2]1[CH2:15][CH2:14][C@H:13]2[C@@H:4]([CH2:5][C@H:6]3[C@H:11]([CH2:12]2)[C@H:10]2[CH2:16][CH:17]=[C:18](C#N)[C@:9]2([CH3:21])[CH2:8][CH2:7]3)[CH2:3]1.[CH:22](=O)[C:23]1[CH:28]=[CH:27][CH:26]=[CH:25][CH:24]=1.[OH-:30].[K+].[NH4+].[Cl-]. (4) Given the product [NH2:33][C:2]1[C:3]2[N:4]([C:8]([CH:27]3[CH2:30][CH:29]([CH2:31][OH:32])[CH2:28]3)=[N:9][C:10]=2[C:11]2[CH:20]=[C:19]3[C:14]([CH:15]=[CH:16][C:17]([C:21]4[CH:26]=[CH:25][CH:24]=[CH:23][CH:22]=4)=[N:18]3)=[CH:13][CH:12]=2)[CH:5]=[CH:6][N:7]=1, predict the reactants needed to synthesize it. The reactants are: Cl[C:2]1[C:3]2[N:4]([C:8]([CH:27]3[CH2:30][CH:29]([CH2:31][OH:32])[CH2:28]3)=[N:9][C:10]=2[C:11]2[CH:20]=[C:19]3[C:14]([CH:15]=[CH:16][C:17]([C:21]4[CH:26]=[CH:25][CH:24]=[CH:23][CH:22]=4)=[N:18]3)=[CH:13][CH:12]=2)[CH:5]=[CH:6][N:7]=1.[NH3:33]. (5) Given the product [C:20]([O:19][C:17]([N:8]1[CH2:9][C:10]2[CH:16]=[CH:15][CH:14]=[CH:13][C:11]=2[N:12]=[C:6]([NH:1][CH2:2][CH2:3][OH:4])[CH2:7]1)=[O:18])([CH3:23])([CH3:21])[CH3:22], predict the reactants needed to synthesize it. The reactants are: [NH2:1][CH2:2][CH2:3][OH:4].S=[C:6]1[NH:12][C:11]2[CH:13]=[CH:14][CH:15]=[CH:16][C:10]=2[CH2:9][N:8]([C:17]([O:19][C:20]([CH3:23])([CH3:22])[CH3:21])=[O:18])[CH2:7]1. (6) Given the product [Cl:28][C:29]1[CH:34]=[CH:33][CH:32]=[CH:31][C:30]=1[C:12]1[N:13]([CH2:18][CH3:19])[N:14]=[C:15]2[C:11]=1[CH2:10][CH2:9][NH:8][CH2:17][CH2:16]2, predict the reactants needed to synthesize it. The reactants are: C(OC([N:8]1[CH2:17][CH2:16][C:15]2[C:11](=[C:12](OS(C(F)(F)F)(=O)=O)[N:13]([CH2:18][CH3:19])[N:14]=2)[CH2:10][CH2:9]1)=O)(C)(C)C.[Cl:28][C:29]1[CH:34]=[CH:33][CH:32]=[CH:31][C:30]=1B(O)O. (7) Given the product [CH:39]1[CH:40]=[CH:41][C:36]([C@@H:42]2[N:43]([C:18]([O:19][C@@H:3]3[CH:4]4[CH2:7][CH2:8][N:1]([CH2:6][CH2:5]4)[CH2:2]3)=[O:17])[CH2:44][CH2:45][C:46]3[CH:47]=[CH:48][CH:49]=[CH:50][C:51]2=3)=[CH:37][CH:38]=1.[CH2:53]([C:52]([OH:59])=[O:58])[CH2:54][C:55]([OH:57])=[O:56], predict the reactants needed to synthesize it. The reactants are: [N:1]12[CH2:8][CH2:7][CH:4]([CH2:5][CH2:6]1)[CH2:3][C@H:2]2O.FC1C([O:17][C:18](=O)[O:19]C2C(F)=C(F)C(F)=C(F)C=2F)=C(F)C(F)=C(F)C=1F.[C:36]1([C@H:42]2[C:51]3[C:46](=[CH:47][CH:48]=[CH:49][CH:50]=3)[CH2:45][CH2:44][NH:43]2)[CH:41]=[CH:40][CH:39]=[CH:38][CH:37]=1.[C:52]([OH:59])(=[O:58])[CH2:53][CH2:54][C:55]([OH:57])=[O:56]. (8) Given the product [CH3:1][O:2][C:3]([C@@H:5]([N:13]1[CH2:21][C:17]2[CH:18]=[CH:19][S:20][C:16]=2[CH2:15][CH2:14]1)[C:6]1[C:11]([Cl:12])=[CH:10][CH:9]=[CH:8][CH:7]=1)=[O:4].[OH:25][S:22]([OH:26])(=[O:24])=[O:23], predict the reactants needed to synthesize it. The reactants are: [CH3:1][O:2][C:3]([C@@H:5]([N:13]1[CH2:21][C:17]2[CH:18]=[CH:19][S:20][C:16]=2[CH2:15][CH2:14]1)[C:6]1[CH:7]=[CH:8][CH:9]=[CH:10][C:11]=1[Cl:12])=[O:4].[S:22](=[O:26])(=[O:25])([OH:24])[OH:23].CC(OC)(C)C. (9) The reactants are: [C:1]([C:3]1[C:8]([CH3:9])=[CH:7][CH:6]=[CH:5][C:4]=1[NH:10][S:11]([NH2:14])(=[O:13])=[O:12])#[N:2].[OH-].[Na+]. Given the product [CH3:9][C:8]1[C:3]2[C:1]([NH2:2])=[N:14][S:11](=[O:13])(=[O:12])[NH:10][C:4]=2[CH:5]=[CH:6][CH:7]=1, predict the reactants needed to synthesize it.